From a dataset of Catalyst prediction with 721,799 reactions and 888 catalyst types from USPTO. Predict which catalyst facilitates the given reaction. Reactant: [CH2:1]([C:3]1[C:10]([C:11]2[CH:12]=[N:13][C:14]([C:17]3[CH:22]=[CH:21][C:20]([O:23][CH:24]([CH3:26])[CH3:25])=[C:19]([C:27]([F:30])([F:29])[F:28])[CH:18]=3)=[N:15][CH:16]=2)=[CH:9][CH:8]=[CH:7][C:4]=1[CH:5]=O)[CH3:2].[NH:31]1[CH2:36][CH2:35][CH:34]([C:37]([O:39][CH2:40][CH3:41])=[O:38])[CH2:33][CH2:32]1.C(O)(=O)C. Product: [CH2:1]([C:3]1[C:10]([C:11]2[CH:16]=[N:15][C:14]([C:17]3[CH:22]=[CH:21][C:20]([O:23][CH:24]([CH3:25])[CH3:26])=[C:19]([C:27]([F:29])([F:30])[F:28])[CH:18]=3)=[N:13][CH:12]=2)=[CH:9][CH:8]=[CH:7][C:4]=1[CH2:5][N:31]1[CH2:36][CH2:35][CH:34]([C:37]([O:39][CH2:40][CH3:41])=[O:38])[CH2:33][CH2:32]1)[CH3:2]. The catalyst class is: 8.